Dataset: Catalyst prediction with 721,799 reactions and 888 catalyst types from USPTO. Task: Predict which catalyst facilitates the given reaction. (1) The catalyst class is: 218. Reactant: [NH:1]([C:108]([CH3:110])=[O:109])[C@H:2]([C:27]([NH:29][C@H:30]([C:35]([NH:37][C@H:38]([C:47]([NH:49][C@H:50]([C:55]([NH:57][C@H:58]([C:83]([NH:85][C@H:86]([C:91]([NH:93][C@H:94]([C:96]([NH:98][C@H:99]([C:104]([O:106]C)=[O:105])[CH2:100][CH:101]([CH3:103])[CH3:102])=[O:97])[CH3:95])=[O:92])[CH2:87][CH:88]([CH3:90])[CH3:89])=[O:84])[CH2:59][CH2:60][CH2:61][NH:62][C:63](=[NH:82])[NH:64][S:65]([C:68]1[C:80]([CH3:81])=[C:79]2[C:73]([O:74][C:75]([CH2:78]2)([CH3:77])[CH3:76])=[C:71]([CH3:72])[C:69]=1[CH3:70])(=[O:67])=[O:66])=[O:56])[CH2:51][CH:52]([CH3:54])[CH3:53])=[O:48])[CH2:39][C:40](=[O:46])[O:41][C:42]([CH3:45])([CH3:44])[CH3:43])=[O:36])[CH2:31][CH:32]([CH3:34])[CH3:33])=[O:28])[CH2:3][CH2:4][CH2:5][NH:6][C:7](=[NH:26])[NH:8][S:9]([C:12]1[C:24]([CH3:25])=[C:23]2[C:17]([O:18][C:19]([CH2:22]2)([CH3:21])[CH3:20])=[C:15]([CH3:16])[C:13]=1[CH3:14])(=[O:11])=[O:10].O.[OH-].[Na+].Cl. Product: [NH:1]([C:108]([CH3:110])=[O:109])[C@H:2]([C:27]([NH:29][C@H:30]([C:35]([NH:37][C@H:38]([C:47]([NH:49][C@H:50]([C:55]([NH:57][C@H:58]([C:83]([NH:85][C@H:86]([C:91]([NH:93][C@H:94]([C:96]([NH:98][C@H:99]([C:104]([OH:106])=[O:105])[CH2:100][CH:101]([CH3:103])[CH3:102])=[O:97])[CH3:95])=[O:92])[CH2:87][CH:88]([CH3:90])[CH3:89])=[O:84])[CH2:59][CH2:60][CH2:61][NH:62][C:63](=[NH:82])[NH:64][S:65]([C:68]1[C:80]([CH3:81])=[C:79]2[C:73]([O:74][C:75]([CH2:78]2)([CH3:77])[CH3:76])=[C:71]([CH3:72])[C:69]=1[CH3:70])(=[O:67])=[O:66])=[O:56])[CH2:51][CH:52]([CH3:53])[CH3:54])=[O:48])[CH2:39][C:40](=[O:46])[O:41][C:42]([CH3:45])([CH3:44])[CH3:43])=[O:36])[CH2:31][CH:32]([CH3:33])[CH3:34])=[O:28])[CH2:3][CH2:4][CH2:5][NH:6][C:7](=[NH:26])[NH:8][S:9]([C:12]1[C:24]([CH3:25])=[C:23]2[C:17]([O:18][C:19]([CH2:22]2)([CH3:20])[CH3:21])=[C:15]([CH3:16])[C:13]=1[CH3:14])(=[O:10])=[O:11]. (2) Reactant: [CH3:1][C:2]1[C:7]([CH2:8][C:9]([O:11][CH3:12])=[O:10])=[C:6]([C:13]2[CH:18]=[CH:17][C:16]([CH3:19])=[CH:15][CH:14]=2)[N:5]=[C:4]([N:20]2[CH2:25][CH2:24][CH2:23][CH2:22][CH2:21]2)[N:3]=1.[Li+].C[Si]([N-][Si](C)(C)C)(C)C.C1COCC1.[F:41][C:42]([F:48])([F:47])[CH2:43][CH2:44][CH2:45]I. Product: [F:41][C:42]([F:48])([F:47])[CH2:43][CH2:44][CH2:45][CH:8]([C:7]1[C:2]([CH3:1])=[N:3][C:4]([N:20]2[CH2:21][CH2:22][CH2:23][CH2:24][CH2:25]2)=[N:5][C:6]=1[C:13]1[CH:18]=[CH:17][C:16]([CH3:19])=[CH:15][CH:14]=1)[C:9]([O:11][CH3:12])=[O:10]. The catalyst class is: 3. (3) Reactant: [CH3:1][O:2][C:3]1[CH:8]=[CH:7][CH:6]=[CH:5][C:4]=1C1N=CN=C(NC2C=C(CS(N)(=O)=O)C=CC=2)N=1.Cl[C:28]1[N:33]=[CH:32][N:31]=[C:30]([NH:34][C:35]2[CH:36]=[C:37]([CH:41]=[CH:42][CH:43]=2)[C:38]([NH2:40])=[O:39])[N:29]=1.COC1C=CC=CC=1B(O)O. Product: [CH3:1][O:2][C:3]1[CH:8]=[CH:7][CH:6]=[CH:5][C:4]=1[C:28]1[N:33]=[CH:32][N:31]=[C:30]([NH:34][C:35]2[CH:36]=[C:37]([CH:41]=[CH:42][CH:43]=2)[C:38]([NH2:40])=[O:39])[N:29]=1. The catalyst class is: 72. (4) Product: [NH2:34][C:30]1[NH:31][C:32](=[O:33])[C:27]2[CH:26]=[C:25]([CH2:24][CH2:23][CH2:22][CH2:21][C:18]3[O:17][C:16]([C:14]([NH:13][C@@H:5]([CH2:6][CH2:7][C:8]([OH:10])=[O:9])[C:4]([OH:36])=[O:3])=[O:15])=[CH:20][CH:19]=3)[NH:35][C:28]=2[N:29]=1. The catalyst class is: 6. Reactant: C([O:3][C:4](=[O:36])[C@@H:5]([NH:13][C:14]([C:16]1[O:17][C:18]([CH2:21][CH2:22][CH2:23][CH2:24][C:25]2[NH:35][C:28]3[N:29]=[C:30]([NH2:34])[NH:31][C:32](=[O:33])[C:27]=3[CH:26]=2)=[CH:19][CH:20]=1)=[O:15])[CH2:6][CH2:7][C:8]([O:10]CC)=[O:9])C. (5) Product: [Cl:1][C:2]1[N:3]=[CH:4][C:5]2[N:11]([CH3:19])[C:10](=[O:12])[CH2:9][CH2:8][N:7]([CH:13]3[CH2:17][CH2:16][CH2:15][CH2:14]3)[C:6]=2[N:18]=1. Reactant: [Cl:1][C:2]1[N:3]=[CH:4][C:5]2[NH:11][C:10](=[O:12])[CH2:9][CH2:8][N:7]([CH:13]3[CH2:17][CH2:16][CH2:15][CH2:14]3)[C:6]=2[N:18]=1.[CH3:19]I.[H-].[Na+]. The catalyst class is: 44. (6) Reactant: [Br:1][C:2]1[CH:15]=[CH:14][C:13]2[C:12]3[C:7](=[CH:8][C:9]([Br:16])=[CH:10][CH:11]=3)[CH2:6][CH2:5][C:4]=2[CH:3]=1.C(C1C(=O)C(Cl)=C(Cl)C(=O)C=1C#N)#N. Product: [Br:1][C:2]1[CH:15]=[CH:14][C:13]2[C:12]3[C:7](=[CH:8][C:9]([Br:16])=[CH:10][CH:11]=3)[CH:6]=[CH:5][C:4]=2[CH:3]=1. The catalyst class is: 48. (7) Reactant: [CH3:1][N:2]([CH:4](OC)OC)[CH3:3].[O:9]1[C:13]2[CH:14]=[CH:15][CH:16]=[CH:17][C:12]=2[N:11]=[C:10]1[CH2:18][C:19]#[N:20]. Product: [O:9]1[C:13]2[CH:14]=[CH:15][CH:16]=[CH:17][C:12]=2[N:11]=[C:10]1/[C:18](=[CH:1]/[N:2]([CH3:4])[CH3:3])/[C:19]#[N:20]. The catalyst class is: 11.